Dataset: Full USPTO retrosynthesis dataset with 1.9M reactions from patents (1976-2016). Task: Predict the reactants needed to synthesize the given product. Given the product [O:12]1[C:16]2([CH2:21][CH2:20][N:19]([C:2]3[C:3]([CH3:11])=[C:4]([CH:7]=[CH:8][C:9]=3[CH3:10])[CH:5]=[O:6])[CH2:18][CH2:17]2)[O:15][CH2:14][CH2:13]1, predict the reactants needed to synthesize it. The reactants are: Br[C:2]1[C:3]([CH3:11])=[C:4]([CH:7]=[CH:8][C:9]=1[CH3:10])[CH:5]=[O:6].[O:12]1[C:16]2([CH2:21][CH2:20][NH:19][CH2:18][CH2:17]2)[O:15][CH2:14][CH2:13]1.C(=O)([O-])[O-].[Cs+].[Cs+].C1(P(C2C=CC=CC=2)C2C=CC3C(=CC=CC=3)C=2C2C3C(=CC=CC=3)C=CC=2P(C2C=CC=CC=2)C2C=CC=CC=2)C=CC=CC=1.